The task is: Predict the reactants needed to synthesize the given product.. This data is from Full USPTO retrosynthesis dataset with 1.9M reactions from patents (1976-2016). Given the product [NH2:1][C:4]1[CH:5]=[C:6]([CH:16]=[CH:17][N:18]=1)[C:7]([NH:9][C:10]1[CH:11]=[CH:12][N:13]=[CH:14][CH:15]=1)=[O:8], predict the reactants needed to synthesize it. The reactants are: [N+:1]([C:4]1[CH:5]=[C:6]([CH:16]=[CH:17][N:18]=1)[C:7]([NH:9][C:10]1[CH:15]=[CH:14][N:13]=[CH:12][CH:11]=1)=[O:8])([O-])=O.